Dataset: Catalyst prediction with 721,799 reactions and 888 catalyst types from USPTO. Task: Predict which catalyst facilitates the given reaction. (1) Reactant: Cl[C:2]1[CH:23]=[CH:22][C:5]([C:6]([NH:8][C:9]2[CH:14]=[CH:13][C:12]([Cl:15])=[C:11]([C:16]3[CH:21]=[CH:20][CH:19]=[CH:18][N:17]=3)[CH:10]=2)=[O:7])=[C:4]([CH3:24])[N:3]=1.[NH:25]1[CH2:30][CH2:29][NH:28][CH2:27][C:26]1=[O:31]. Product: [Cl:15][C:12]1[CH:13]=[CH:14][C:9]([NH:8][C:6](=[O:7])[C:5]2[CH:22]=[CH:23][C:2]([N:28]3[CH2:29][CH2:30][NH:25][C:26](=[O:31])[CH2:27]3)=[N:3][C:4]=2[CH3:24])=[CH:10][C:11]=1[C:16]1[CH:21]=[CH:20][CH:19]=[CH:18][N:17]=1. The catalyst class is: 51. (2) Reactant: Cl.[CH3:2][C:3]1[CH:8]=[CH:7][C:6]([CH:9]([C:17]2[CH:22]=[CH:21][C:20]([CH3:23])=[CH:19][CH:18]=2)[CH:10]2[C:15](=[O:16])[CH2:14][CH2:13][NH:12][CH2:11]2)=[CH:5][CH:4]=1.C(NCC)(C)C.[OH:30][C:31]1[CH:38]=[CH:37][C:34]([CH2:35]O)=[CH:33][CH:32]=1. Product: [CH3:2][C:3]1[CH:4]=[CH:5][C:6]([CH:9]([C:17]2[CH:18]=[CH:19][C:20]([CH3:23])=[CH:21][CH:22]=2)[CH:10]2[C:15](=[O:16])[CH2:14][CH2:13][N:12]([CH2:35][C:34]3[CH:37]=[CH:38][C:31]([OH:30])=[CH:32][CH:33]=3)[CH2:11]2)=[CH:7][CH:8]=1. The catalyst class is: 4. (3) Reactant: [F:1][C:2]([F:15])([F:14])[C:3]1[CH:4]=[N:5][C:6]2[CH2:7][C:8](=O)[NH:9][CH2:10][C:11]=2[CH:12]=1.B.C(N(CC)C(C)C)(C)C.[C:26](O[C:26]([O:28][C:29]([CH3:32])([CH3:31])[CH3:30])=[O:27])([O:28][C:29]([CH3:32])([CH3:31])[CH3:30])=[O:27]. Product: [C:29]([O:28][C:26]([N:9]1[CH2:8][CH2:7][C:6]2[N:5]=[CH:4][C:3]([C:2]([F:15])([F:14])[F:1])=[CH:12][C:11]=2[CH2:10]1)=[O:27])([CH3:32])([CH3:31])[CH3:30]. The catalyst class is: 217. (4) Reactant: [Cl:1][C:2]1[CH:30]=[CH:29][C:5]([O:6][C:7]2[CH:12]=[CH:11][C:10]([N:13]3[C@@H:17]([C:18]4[CH:23]=[CH:22][CH:21]=[C:20]([C:24]([F:27])([F:26])[F:25])[CH:19]=4)[CH2:16][CH2:15][C:14]3=O)=[CH:9][CH:8]=2)=[CH:4][CH:3]=1.B1C2CCCC1CCC2. Product: [Cl:1][C:2]1[CH:3]=[CH:4][C:5]([O:6][C:7]2[CH:12]=[CH:11][C:10]([N:13]3[CH2:14][CH2:15][CH2:16][C@@H:17]3[C:18]3[CH:23]=[CH:22][CH:21]=[C:20]([C:24]([F:27])([F:25])[F:26])[CH:19]=3)=[CH:9][CH:8]=2)=[CH:29][CH:30]=1. The catalyst class is: 1. (5) Reactant: [F:1][C:2]([F:15])([F:14])[C:3]1[CH:12]=[C:11](Br)[C:10]2[C:5](=[CH:6][CH:7]=[CH:8][CH:9]=2)[N:4]=1.[Li]CCCC.C(O[B:25]1[O:29][C:28]([CH3:31])([CH3:30])[C:27]([CH3:33])([CH3:32])[O:26]1)(C)C. Product: [F:1][C:2]([F:15])([F:14])[C:3]1[CH:12]=[C:11]([B:25]2[O:29][C:28]([CH3:31])([CH3:30])[C:27]([CH3:33])([CH3:32])[O:26]2)[C:10]2[C:5](=[CH:6][CH:7]=[CH:8][CH:9]=2)[N:4]=1. The catalyst class is: 1. (6) Reactant: [CH3:1][O:2][C:3]1[CH:8]=[CH:7][C:6]([F:9])=[CH:5][C:4]=1[CH2:10][CH2:11][CH:12]([OH:17])[CH2:13][CH:14]=[CH:15][CH3:16].[Br:18]N1C(=O)CCC1=O. Product: [Br:18][CH2:16][CH:15]1[CH2:14][CH2:13][CH:12]([CH2:11][CH2:10][C:4]2[CH:5]=[C:6]([F:9])[CH:7]=[CH:8][C:3]=2[O:2][CH3:1])[O:17]1. The catalyst class is: 2. (7) Product: [Si:1]([O:8][C@@H:9]1[C@H:13]([CH2:14][O:15][Si:16]([C:19]([CH3:22])([CH3:21])[CH3:20])([CH3:18])[CH3:17])[CH2:12][C@@H:11]([O:23][C:24]2[CH:29]=[C:28]([O:42][CH2:41][C:31]3[C:40]4[C:35](=[CH:36][CH:37]=[CH:38][CH:39]=4)[CH:34]=[CH:33][CH:32]=3)[N:27]=[CH:26][N:25]=2)[CH2:10]1)([C:4]([CH3:7])([CH3:6])[CH3:5])([CH3:3])[CH3:2]. The catalyst class is: 18. Reactant: [Si:1]([O:8][C@@H:9]1[C@H:13]([CH2:14][O:15][Si:16]([C:19]([CH3:22])([CH3:21])[CH3:20])([CH3:18])[CH3:17])[CH2:12][C@@H:11]([O:23][C:24]2[CH:29]=[C:28](Cl)[N:27]=[CH:26][N:25]=2)[CH2:10]1)([C:4]([CH3:7])([CH3:6])[CH3:5])([CH3:3])[CH3:2].[C:31]1([CH2:41][OH:42])[C:40]2[C:35](=[CH:36][CH:37]=[CH:38][CH:39]=2)[CH:34]=[CH:33][CH:32]=1.[H-].[Na+].